Dataset: Merck oncology drug combination screen with 23,052 pairs across 39 cell lines. Task: Regression. Given two drug SMILES strings and cell line genomic features, predict the synergy score measuring deviation from expected non-interaction effect. (1) Drug 1: Nc1ccn(C2OC(CO)C(O)C2(F)F)c(=O)n1. Drug 2: COC1CC2CCC(C)C(O)(O2)C(=O)C(=O)N2CCCCC2C(=O)OC(C(C)CC2CCC(OP(C)(C)=O)C(OC)C2)CC(=O)C(C)C=C(C)C(O)C(OC)C(=O)C(C)CC(C)C=CC=CC=C1C. Cell line: UACC62. Synergy scores: synergy=25.1. (2) Drug 1: CC1CC2C3CCC4=CC(=O)C=CC4(C)C3(F)C(O)CC2(C)C1(O)C(=O)CO. Drug 2: Cn1nnc2c(C(N)=O)ncn2c1=O. Cell line: ZR751. Synergy scores: synergy=-62.0. (3) Cell line: PA1. Drug 2: Cn1nnc2c(C(N)=O)ncn2c1=O. Synergy scores: synergy=-68.6. Drug 1: CCC1(O)CC2CN(CCc3c([nH]c4ccccc34)C(C(=O)OC)(c3cc4c(cc3OC)N(C)C3C(O)(C(=O)OC)C(OC(C)=O)C5(CC)C=CCN6CCC43C65)C2)C1. (4) Drug 2: Cc1nc(Nc2ncc(C(=O)Nc3c(C)cccc3Cl)s2)cc(N2CCN(CCO)CC2)n1. Drug 1: Nc1ccn(C2OC(CO)C(O)C2(F)F)c(=O)n1. Cell line: SW837. Synergy scores: synergy=32.8. (5) Drug 1: O=P1(N(CCCl)CCCl)NCCCO1. Drug 2: Cn1c(=O)n(-c2ccc(C(C)(C)C#N)cc2)c2c3cc(-c4cnc5ccccc5c4)ccc3ncc21. Cell line: SKMEL30. Synergy scores: synergy=18.4. (6) Drug 1: O=S1(=O)NC2(CN1CC(F)(F)F)C1CCC2Cc2cc(C=CCN3CCC(C(F)(F)F)CC3)ccc2C1. Drug 2: COC1CC2CCC(C)C(O)(O2)C(=O)C(=O)N2CCCCC2C(=O)OC(C(C)CC2CCC(OP(C)(C)=O)C(OC)C2)CC(=O)C(C)C=C(C)C(O)C(OC)C(=O)C(C)CC(C)C=CC=CC=C1C. Cell line: ES2. Synergy scores: synergy=4.52. (7) Drug 1: CCC1(O)CC2CN(CCc3c([nH]c4ccccc34)C(C(=O)OC)(c3cc4c(cc3OC)N(C)C3C(O)(C(=O)OC)C(OC(C)=O)C5(CC)C=CCN6CCC43C65)C2)C1. Drug 2: CS(=O)(=O)CCNCc1ccc(-c2ccc3ncnc(Nc4ccc(OCc5cccc(F)c5)c(Cl)c4)c3c2)o1. Cell line: HCT116. Synergy scores: synergy=4.38. (8) Drug 1: NC(=O)c1cccc2cn(-c3ccc(C4CCCNC4)cc3)nc12. Drug 2: CC1(c2nc3c(C(N)=O)cccc3[nH]2)CCCN1. Cell line: A427. Synergy scores: synergy=-9.72. (9) Drug 1: CCC1=CC2CN(C1)Cc1c([nH]c3ccccc13)C(C(=O)OC)(c1cc3c(cc1OC)N(C)C1C(O)(C(=O)OC)C(OC(C)=O)C4(CC)C=CCN5CCC31C54)C2. Drug 2: CC1(c2nc3c(C(N)=O)cccc3[nH]2)CCCN1. Cell line: LOVO. Synergy scores: synergy=-2.39.